From a dataset of Full USPTO retrosynthesis dataset with 1.9M reactions from patents (1976-2016). Predict the reactants needed to synthesize the given product. (1) Given the product [NH2:11][C:8]([C:4]1[CH:5]=[CH:6][CH:7]=[C:2]([Br:1])[CH:3]=1)([CH3:9])[C:13]#[N:14], predict the reactants needed to synthesize it. The reactants are: [Br:1][C:2]1[CH:3]=[C:4]([C:8](=O)[CH3:9])[CH:5]=[CH:6][CH:7]=1.[NH4+:11].[Cl-].[C-:13]#[N:14].[K+]. (2) Given the product [F:9][C:10]1[CH:15]=[CH:14][C:13]([C:4]2[N:3]=[C:2]([NH2:1])[CH:7]=[N:6][CH:5]=2)=[CH:12][CH:11]=1, predict the reactants needed to synthesize it. The reactants are: [NH2:1][C:2]1[CH:7]=[N:6][CH:5]=[C:4](Cl)[N:3]=1.[F:9][C:10]1[CH:15]=[CH:14][C:13](B(O)O)=[CH:12][CH:11]=1.